Dataset: Reaction yield outcomes from USPTO patents with 853,638 reactions. Task: Predict the reaction yield, written as a fraction of the theoretical maximum amount of product (1.0 means a 100% yield; for example, 0.34 means a 34% yield). (1) The reactants are CO[C:3](=[O:25])[C:4]1[CH:9]=[CH:8][C:7]([O:10][CH2:11][C:12]2[C:13]([C:18]3[CH:23]=[CH:22][C:21]([Cl:24])=[CH:20][CH:19]=3)=[N:14][O:15][C:16]=2[CH3:17])=[N:6][CH:5]=1.COC(=O)C1C=CC(OCC2C(C3C=CC=C(F)C=3)=NOC=2C)=NC=1.[NH:51]1[CH2:56][CH2:55][O:54][CH2:53][CH2:52]1. No catalyst specified. The product is [Cl:24][C:21]1[CH:22]=[CH:23][C:18]([C:13]2[C:12]([CH2:11][O:10][C:7]3[N:6]=[CH:5][C:4]([C:3]([N:51]4[CH2:56][CH2:55][O:54][CH2:53][CH2:52]4)=[O:25])=[CH:9][CH:8]=3)=[C:16]([CH3:17])[O:15][N:14]=2)=[CH:19][CH:20]=1. The yield is 0.850. (2) The reactants are [H-].[Na+].[CH3:3][N:4]([CH3:8])[CH2:5][CH2:6][OH:7].[Si]([O:16][C:17]1[C:25]2[C:20](=[CH:21][N:22]=[CH:23][CH:24]=2)[O:19][C:18]=1[C:26]1[CH:27]=[N:28][C:29](Cl)=[N:30][CH:31]=1)(C(C)(C)C)(C)C. The catalyst is C1COCC1. The product is [CH3:3][N:4]([CH3:8])[CH2:5][CH2:6][O:7][C:29]1[N:30]=[CH:31][C:26]([C:18]2[O:19][C:20]3=[CH:21][N:22]=[CH:23][CH:24]=[C:25]3[C:17]=2[OH:16])=[CH:27][N:28]=1. The yield is 0.690. (3) The reactants are [CH3:1][O:2][C:3]1[CH:4]=[C:5]([NH:11][CH2:12][C:13]2[CH:21]=[CH:20][C:16]([C:17]([OH:19])=O)=[CH:15][CH:14]=2)[CH:6]=[CH:7][C:8]=1[O:9][CH3:10].Cl.Cl.[NH2:24][C:25]1[C:29]([NH2:30])=[CH:28][S:27][CH:26]=1.F[P-](F)(F)(F)(F)F.N1(O[P+](N(C)C)(N(C)C)N(C)C)C2C=CC=CC=2N=N1.C(N(CC)CC)C. The catalyst is CC#N. The product is [NH2:30][C:29]1[C:25]([NH:24][C:17](=[O:19])[C:16]2[CH:15]=[CH:14][C:13]([CH2:12][NH:11][C:5]3[CH:6]=[CH:7][C:8]([O:9][CH3:10])=[C:3]([O:2][CH3:1])[CH:4]=3)=[CH:21][CH:20]=2)=[CH:26][S:27][CH:28]=1. The yield is 0.380. (4) The reactants are Cl[C:2]1[N:7]=[C:6]([N:8]2[C@@H:12]([CH:13]([CH3:15])[CH3:14])[CH2:11][O:10][C:9]2=[O:16])[CH:5]=[CH:4][N:3]=1.Cl.[NH2:18][C@H:19]([C:21]1[CH:26]=[CH:25][C:24]([OH:27])=[CH:23][CH:22]=1)[CH3:20]. The catalyst is CS(C)=O.CCOC(C)=O. The product is [OH:27][C:24]1[CH:25]=[CH:26][C:21]([C@@H:19]([NH:18][C:2]2[N:7]=[C:6]([N:8]3[C@@H:12]([CH:13]([CH3:15])[CH3:14])[CH2:11][O:10][C:9]3=[O:16])[CH:5]=[CH:4][N:3]=2)[CH3:20])=[CH:22][CH:23]=1. The yield is 0.0500. (5) The reactants are [CH:1]([O:4][C:5]1[CH:10]=[CH:9][C:8]([C:11]2[N:15]=[C:14]([C:16]3[CH:27]=[CH:26][C:19]([O:20][C@H:21]([CH3:25])[C:22]([OH:24])=O)=[CH:18][CH:17]=3)[O:13][N:12]=2)=[CH:7][C:6]=1[C:28]([F:31])([F:30])[F:29])([CH3:3])[CH3:2].C1C=CC2N(O)N=NC=2C=1.C(Cl)CCl.[CH2:46]([CH2:48][NH2:49])[OH:47]. The catalyst is ClCCl.CCOC(C)=O.O. The product is [OH:47][CH2:46][CH2:48][NH:49][C:22](=[O:24])[C@H:21]([O:20][C:19]1[CH:18]=[CH:17][C:16]([C:14]2[O:13][N:12]=[C:11]([C:8]3[CH:9]=[CH:10][C:5]([O:4][CH:1]([CH3:2])[CH3:3])=[C:6]([C:28]([F:29])([F:30])[F:31])[CH:7]=3)[N:15]=2)=[CH:27][CH:26]=1)[CH3:25]. The yield is 0.780. (6) The reactants are [C:1]([CH2:3][CH2:4][CH2:5][C:6]1[N:10]([C:11]2[CH:16]=[CH:15][C:14]([C:17]([NH:19][CH2:20][CH3:21])=[O:18])=[CH:13][CH:12]=2)[N:9]=[N:8][C:7]=1[C:22]([NH:24][CH:25]1[CH2:27][CH2:26]1)=[O:23])#[N:2].[Cl-].[OH:29][NH3+:30].C(=O)([O-])O.[Na+]. The catalyst is CS(C)=O.[Cl-].[Na+].O. The product is [NH2:2]/[C:1](=[N:30]\[OH:29])/[CH2:3][CH2:4][CH2:5][C:6]1[N:10]([C:11]2[CH:12]=[CH:13][C:14]([C:17]([NH:19][CH2:20][CH3:21])=[O:18])=[CH:15][CH:16]=2)[N:9]=[N:8][C:7]=1[C:22]([NH:24][CH:25]1[CH2:26][CH2:27]1)=[O:23]. The yield is 0.790.